From a dataset of Merck oncology drug combination screen with 23,052 pairs across 39 cell lines. Regression. Given two drug SMILES strings and cell line genomic features, predict the synergy score measuring deviation from expected non-interaction effect. (1) Cell line: OCUBM. Drug 2: NC1CCCCC1N.O=C(O)C(=O)O.[Pt+2]. Synergy scores: synergy=-41.1. Drug 1: NC1(c2ccc(-c3nc4ccn5c(=O)[nH]nc5c4cc3-c3ccccc3)cc2)CCC1. (2) Drug 1: C#Cc1cccc(Nc2ncnc3cc(OCCOC)c(OCCOC)cc23)c1. Drug 2: NC1CCCCC1N.O=C(O)C(=O)O.[Pt+2]. Cell line: UWB1289. Synergy scores: synergy=11.2. (3) Drug 1: O=c1[nH]cc(F)c(=O)[nH]1. Drug 2: CNC(=O)c1cc(Oc2ccc(NC(=O)Nc3ccc(Cl)c(C(F)(F)F)c3)cc2)ccn1. Cell line: LNCAP. Synergy scores: synergy=-13.4. (4) Drug 1: CCC1=CC2CN(C1)Cc1c([nH]c3ccccc13)C(C(=O)OC)(c1cc3c(cc1OC)N(C)C1C(O)(C(=O)OC)C(OC(C)=O)C4(CC)C=CCN5CCC31C54)C2. Drug 2: NC1(c2ccc(-c3nc4ccn5c(=O)[nH]nc5c4cc3-c3ccccc3)cc2)CCC1. Cell line: RKO. Synergy scores: synergy=11.4.